This data is from NCI-60 drug combinations with 297,098 pairs across 59 cell lines. The task is: Regression. Given two drug SMILES strings and cell line genomic features, predict the synergy score measuring deviation from expected non-interaction effect. (1) Drug 1: COC1=C(C=C2C(=C1)N=CN=C2NC3=CC(=C(C=C3)F)Cl)OCCCN4CCOCC4. Drug 2: CC=C1C(=O)NC(C(=O)OC2CC(=O)NC(C(=O)NC(CSSCCC=C2)C(=O)N1)C(C)C)C(C)C. Cell line: NCI-H522. Synergy scores: CSS=76.1, Synergy_ZIP=7.53, Synergy_Bliss=7.50, Synergy_Loewe=1.97, Synergy_HSA=11.0. (2) Drug 1: C1C(C(OC1N2C=NC3=C(N=C(N=C32)Cl)N)CO)O. Drug 2: CS(=O)(=O)OCCCCOS(=O)(=O)C. Cell line: K-562. Synergy scores: CSS=52.2, Synergy_ZIP=0.236, Synergy_Bliss=-0.278, Synergy_Loewe=-6.36, Synergy_HSA=2.04. (3) Drug 1: C1=NNC2=C1C(=O)NC=N2. Drug 2: CC1C(C(CC(O1)OC2CC(CC3=C2C(=C4C(=C3O)C(=O)C5=C(C4=O)C(=CC=C5)OC)O)(C(=O)CO)O)N)O.Cl. Cell line: CAKI-1. Synergy scores: CSS=43.6, Synergy_ZIP=-1.06, Synergy_Bliss=3.67, Synergy_Loewe=-8.67, Synergy_HSA=7.18. (4) Drug 1: C(CC(=O)O)C(=O)CN.Cl. Synergy scores: CSS=9.23, Synergy_ZIP=-1.97, Synergy_Bliss=1.89, Synergy_Loewe=1.52, Synergy_HSA=2.24. Drug 2: C(CCl)NC(=O)N(CCCl)N=O. Cell line: T-47D. (5) Drug 1: C1=CC(=CC=C1CCC2=CNC3=C2C(=O)NC(=N3)N)C(=O)NC(CCC(=O)O)C(=O)O. Drug 2: CC(C)CN1C=NC2=C1C3=CC=CC=C3N=C2N. Cell line: SK-OV-3. Synergy scores: CSS=47.6, Synergy_ZIP=4.32, Synergy_Bliss=1.83, Synergy_Loewe=-13.2, Synergy_HSA=0.847. (6) Drug 1: C1=CC(=CC=C1C#N)C(C2=CC=C(C=C2)C#N)N3C=NC=N3. Drug 2: CS(=O)(=O)OCCCCOS(=O)(=O)C. Cell line: EKVX. Synergy scores: CSS=1.44, Synergy_ZIP=-0.902, Synergy_Bliss=-2.23, Synergy_Loewe=-0.696, Synergy_HSA=-2.22. (7) Drug 1: COC1=C(C=C2C(=C1)N=CN=C2NC3=CC(=C(C=C3)F)Cl)OCCCN4CCOCC4. Drug 2: C1=CC(=C2C(=C1NCCNCCO)C(=O)C3=C(C=CC(=C3C2=O)O)O)NCCNCCO. Cell line: LOX IMVI. Synergy scores: CSS=52.7, Synergy_ZIP=12.0, Synergy_Bliss=13.0, Synergy_Loewe=0.185, Synergy_HSA=16.0.